Task: Predict the reactants needed to synthesize the given product.. Dataset: Retrosynthesis with 50K atom-mapped reactions and 10 reaction types from USPTO Given the product Cc1ccc(OCCCN2CCN(Cc3ccc4ccccc4n3)CC2)c2c1NC(=O)CC2, predict the reactants needed to synthesize it. The reactants are: Cc1ccc(O)c2c1NC(=O)CC2.ClCCCN1CCN(Cc2ccc3ccccc3n2)CC1.